This data is from Full USPTO retrosynthesis dataset with 1.9M reactions from patents (1976-2016). The task is: Predict the reactants needed to synthesize the given product. (1) Given the product [C:1]([NH:5][S:6]([C:9]1([CH2:12][C:14]2[CH:19]=[CH:18][CH:17]=[CH:16][CH:15]=2)[CH2:11][CH2:10]1)(=[O:8])=[O:7])([CH3:4])([CH3:2])[CH3:3], predict the reactants needed to synthesize it. The reactants are: [C:1]([NH:5][S:6]([C:9]1([CH3:12])[CH2:11][CH2:10]1)(=[O:8])=[O:7])([CH3:4])([CH3:3])[CH3:2].C(Br)[C:14]1[CH:19]=[CH:18][CH:17]=[CH:16][CH:15]=1.CCOC(C)=O. (2) Given the product [C:1]([C:5]1[CH:26]=[CH:25][C:8]([CH2:9][CH:10]([CH:16]([C:18]2[CH:23]=[CH:22][CH:21]=[C:20]([Cl:24])[CH:19]=2)[OH:17])[C:11]([OH:13])=[O:12])=[CH:7][CH:6]=1)([CH3:4])([CH3:2])[CH3:3], predict the reactants needed to synthesize it. The reactants are: [C:1]([C:5]1[CH:26]=[CH:25][C:8]([CH2:9][CH:10]([CH:16]([C:18]2[CH:23]=[CH:22][CH:21]=[C:20]([Cl:24])[CH:19]=2)[OH:17])[C:11]([O:13]CC)=[O:12])=[CH:7][CH:6]=1)([CH3:4])([CH3:3])[CH3:2].[OH-].[Na+]. (3) Given the product [Cl:18][C:13]1[CH:14]=[C:15]2[C:10](=[CH:11][CH:12]=1)[NH:9][C:8]([C:6]#[N:5])=[C:16]2[CH3:17], predict the reactants needed to synthesize it. The reactants are: C([NH:5][C:6]([C:8]1[NH:9][C:10]2[C:15]([C:16]=1[CH3:17])=[CH:14][C:13]([Cl:18])=[CH:12][CH:11]=2)=O)(C)(C)C.P(Cl)(Cl)(Cl)=O. (4) Given the product [CH:14]1[C:10]2[C:11](=[O:12])[NH:1][C:2]3[CH:7]=[CH:6][CH:5]=[CH:4][C:3]=3[NH:8][C:9]=2[CH:17]=[CH:16][CH:15]=1, predict the reactants needed to synthesize it. The reactants are: [NH2:1][C:2]1[CH:7]=[CH:6][CH:5]=[CH:4][C:3]=1[NH:8][C:9]1[CH:17]=[CH:16][CH:15]=[CH:14][C:10]=1[C:11](O)=[O:12].C1C=CC2N(O)N=NC=2C=1.CCN=C=NCCCN(C)C.Cl. (5) Given the product [Cl:21][C:18]1[CH:19]=[CH:20][C:15]([CH2:14][NH:13][C:11]([C:8]2[C:9](=[O:10])[C:4]3[CH:3]=[C:2]([C:33]#[C:32][CH2:31][CH:30]([OH:34])[C:25]4[CH:26]=[CH:27][CH:28]=[CH:29][N:24]=4)[O:23][C:5]=3[N:6]([CH3:22])[CH:7]=2)=[O:12])=[CH:16][CH:17]=1, predict the reactants needed to synthesize it. The reactants are: Br[C:2]1[O:23][C:5]2[N:6]([CH3:22])[CH:7]=[C:8]([C:11]([NH:13][CH2:14][C:15]3[CH:20]=[CH:19][C:18]([Cl:21])=[CH:17][CH:16]=3)=[O:12])[C:9](=[O:10])[C:4]=2[CH:3]=1.[N:24]1[CH:29]=[CH:28][CH:27]=[CH:26][C:25]=1[CH:30]([OH:34])[CH2:31][C:32]#[CH:33]. (6) The reactants are: [CH3:1][O:2][C:3]1[CH:8]=[CH:7][C:6]([O:9][CH3:10])=[CH:5][C:4]=1[CH2:11][C@H:12]([NH:14][C:15](=[O:20])[C:16]([F:19])([F:18])[F:17])[CH3:13].Cl[CH:22](Cl)[O:23]C.[Sn+6].[Cl-]. Given the product [F:19][C:16]([F:17])([F:18])[C:15]([NH:14][C@H:12]([CH3:13])[CH2:11][C:4]1[CH:5]=[C:6]([O:9][CH3:10])[C:7]([CH:22]=[O:23])=[CH:8][C:3]=1[O:2][CH3:1])=[O:20], predict the reactants needed to synthesize it.